From a dataset of CYP2C9 inhibition data for predicting drug metabolism from PubChem BioAssay. Regression/Classification. Given a drug SMILES string, predict its absorption, distribution, metabolism, or excretion properties. Task type varies by dataset: regression for continuous measurements (e.g., permeability, clearance, half-life) or binary classification for categorical outcomes (e.g., BBB penetration, CYP inhibition). Dataset: cyp2c9_veith. (1) The result is 0 (non-inhibitor). The drug is C[C@@](Cc1ccc(O)c(O)c1)(NN)C(=O)O. (2) The drug is CC(C)NC(=O)N1CCC2(CC1)CCN(C(=O)c1ccco1)CC2. The result is 0 (non-inhibitor). (3) The compound is O=C(COc1cccc(NC(=O)c2cccc([N+](=O)[O-])c2)c1)c1ccc(Br)cc1. The result is 1 (inhibitor). (4) The drug is COC(=O)N1CCC[C@@]2(CCN(C(=O)NC(C)C)C2)C1. The result is 1 (inhibitor). (5) The compound is COc1ccccc1CCn1c(=O)c(-c2cc(F)cc(F)c2)nc2cncnc21. The result is 1 (inhibitor). (6) The drug is CSc1nnc(-c2ccc(Cl)cc2Cl)o1. The result is 0 (non-inhibitor).